From a dataset of Forward reaction prediction with 1.9M reactions from USPTO patents (1976-2016). Predict the product of the given reaction. (1) Given the reactants [F:1][C:2]([F:13])([F:12])[O:3][C:4]1[CH:5]=[C:6]([CH:9]=[CH:10][CH:11]=1)[CH:7]=O.C(O)(=O)[CH2:15][C:16]([OH:18])=[O:17].N1CCCCC1.C(=O)=O.Cl, predict the reaction product. The product is: [F:1][C:2]([F:13])([F:12])[O:3][C:4]1[CH:5]=[C:6]([CH:7]=[CH:15][C:16]([OH:18])=[O:17])[CH:9]=[CH:10][CH:11]=1. (2) Given the reactants OO.[O:3]1CCCC1.[CH:8]1[CH:9]=[CH:10][C:11]([P:14]([C:21]2[C:30]([C:31]3[C:40]([P:41]([C:48]4[CH:49]=[CH:50][CH:51]=[CH:52][CH:53]=4)[C:42]4[CH:43]=[CH:44][CH:45]=[CH:46][CH:47]=4)=[CH:39][CH:38]=[C:37]4[C:32]=3[CH:33]=[CH:34][CH:35]=[CH:36]4)=[C:29]3[C:24]([CH:25]=[CH:26][CH:27]=[CH:28]3)=[CH:23][CH:22]=2)[C:15]2[CH:16]=[CH:17][CH:18]=[CH:19][CH:20]=2)=[CH:12][CH:13]=1.[OH2:54], predict the reaction product. The product is: [CH:51]1[CH:52]=[CH:53][C:48]([P:41]([C:40]2[CH:39]=[CH:38][C:37]3[C:32](=[CH:33][CH:34]=[CH:35][CH:36]=3)[C:31]=2[C:30]2[C:29]3[C:24](=[CH:25][CH:26]=[CH:27][CH:28]=3)[CH:23]=[CH:22][C:21]=2[P:14]([C:15]2[CH:16]=[CH:17][CH:18]=[CH:19][CH:20]=2)([C:11]2[CH:10]=[CH:9][CH:8]=[CH:13][CH:12]=2)=[O:3])([C:42]2[CH:47]=[CH:46][CH:45]=[CH:44][CH:43]=2)=[O:54])=[CH:49][CH:50]=1. (3) Given the reactants S([O:8][S:9]([C:12]([F:15])([F:14])[F:13])(=[O:11])=[O:10])(C(F)(F)F)(=O)=O.[F:16][C:17]([F:26])([C:20]1[CH:25]=[CH:24][CH:23]=[CH:22][CH:21]=1)[CH2:18]O.C(C1C=C(C)C=C(C(C)(C)C)N=1)(C)(C)C, predict the reaction product. The product is: [F:15][C:12]([F:13])([F:14])[S:9]([O:8][CH2:18][C:17]([F:26])([F:16])[C:20]1[CH:25]=[CH:24][CH:23]=[CH:22][CH:21]=1)(=[O:10])=[O:11]. (4) Given the reactants [N:1]1[C:10]2[C:5](=[CH:6][CH:7]=[CH:8][CH:9]=2)[C:4]([N:11]2[C:15]3=[N:16][CH:17]=[CH:18][CH:19]=[C:14]3[C:13]([C:20]([NH:22][C:23]([NH2:25])=[NH:24])=[O:21])=[CH:12]2)=[CH:3][CH:2]=1.[Mg+2].[Cl-].[Cl-].C1N=C(N)C2N=CN([C@@H]3[O:42][C@H](COP(OP(OC[C@H]4O[C@@H](N5C=C(C(N)=O)CC=C5)[C@H](O)[C@@H]4O)(O)=O)(O)=O)[C@@H](O)[C@H]3OP(O)(O)=O)C=2N=1.C1C(=O)NC(=O)N([C@@H]2O[C@H](COP(OP(O[C@H]3O[C@H](C(O)=O)[C@@H](O)[C@H](O)[C@H]3O)(O)=O)(O)=O)[C@@H](O)[C@H]2O)C=1, predict the reaction product. The product is: [OH:42][C:2]1[CH:3]=[C:4]([N:11]2[C:15]3=[N:16][CH:17]=[CH:18][CH:19]=[C:14]3[C:13]([C:20]([NH:22][C:23]([NH2:25])=[NH:24])=[O:21])=[CH:12]2)[C:5]2[C:10](=[CH:9][CH:8]=[CH:7][CH:6]=2)[N:1]=1. (5) The product is: [N:33]1[CH:34]=[CH:35][CH:36]=[CH:37][C:32]=1[C:2]1[S:6][C:5]([C:7]([O:9][CH3:10])=[O:8])=[CH:4][CH:3]=1. Given the reactants Br[C:2]1[S:6][C:5]([C:7]([O:9][CH3:10])=[O:8])=[CH:4][CH:3]=1.O1C=CC=C1P(C1OC=CC=1)C1OC=CC=1.C([Sn](CCCC)(CCCC)[C:32]1[CH:37]=[CH:36][CH:35]=[CH:34][N:33]=1)CCC, predict the reaction product. (6) The product is: [CH:49]1([NH:52][C:33]([C:30]2[CH:31]=[CH:32][C:27]([C:24]3[CH:23]=[CH:22][C:21]([CH2:20][C@H:19]([NH:18][C:16]([C@H:13]4[CH2:12][CH2:11][C@H:10]([CH2:9][NH:8][C:6](=[O:7])[O:5][C:1]([CH3:2])([CH3:3])[CH3:4])[CH2:15][CH2:14]4)=[O:17])[C:37]([NH:39][C:40]4[CH:48]=[C:47]5[C:43]([CH:44]=[N:45][NH:46]5)=[CH:42][CH:41]=4)=[O:38])=[CH:26][CH:25]=3)=[C:28]([CH3:36])[CH:29]=2)=[O:34])[CH2:51][CH2:50]1. Given the reactants [C:1]([O:5][C:6]([NH:8][CH2:9][C@H:10]1[CH2:15][CH2:14][C@H:13]([C:16]([NH:18][C@H:19]([C:37]([NH:39][C:40]2[CH:48]=[C:47]3[C:43]([CH:44]=[N:45][NH:46]3)=[CH:42][CH:41]=2)=[O:38])[CH2:20][C:21]2[CH:26]=[CH:25][C:24]([C:27]3[CH:32]=[CH:31][C:30]([C:33](O)=[O:34])=[CH:29][C:28]=3[CH3:36])=[CH:23][CH:22]=2)=[O:17])[CH2:12][CH2:11]1)=[O:7])([CH3:4])([CH3:3])[CH3:2].[CH:49]1([NH2:52])[CH2:51][CH2:50]1.C(N(CC)C(C)C)(C)C.CN(C(ON1N=NC2C=CC=NC1=2)=[N+](C)C)C.F[P-](F)(F)(F)(F)F, predict the reaction product. (7) Given the reactants [CH2:1]([C:4]1[C:9]2[O:10][C@@H:11]([CH2:14][O:15][S:16]([C:19]3[CH:24]=[CH:23][C:22]([CH3:25])=[CH:21][CH:20]=3)(=[O:18])=[O:17])[CH2:12][O:13][C:8]=2[CH:7]=[CH:6][C:5]=1[N+:26]([O-:28])=[O:27])[CH:2]=C.[O:29]=[O+][O-].O=O.C(N(C(C)C)CC)(C)C, predict the reaction product. The product is: [CH3:25][C:22]1[CH:21]=[CH:20][C:19]([S:16]([O:15][CH2:14][CH:11]2[O:10][C:9]3[C:4]([CH2:1][CH:2]=[O:29])=[C:5]([N+:26]([O-:28])=[O:27])[CH:6]=[CH:7][C:8]=3[O:13][CH2:12]2)(=[O:17])=[O:18])=[CH:24][CH:23]=1.